From a dataset of Catalyst prediction with 721,799 reactions and 888 catalyst types from USPTO. Predict which catalyst facilitates the given reaction. (1) Reactant: C(O)C.[Cl:4][C:5]1[C:6]([CH:49]([CH3:51])[CH3:50])=[N:7][N:8]([CH3:48])[C:9]=1[N:10]1[CH2:47][CH2:46][C:13]2[N:14]=[C:15]([C:26]3[CH:34]=[CH:33][CH:32]=[C:31]4[C:27]=3[C:28]([CH3:45])=[CH:29][N:30]4S(C3C=CC(C)=CC=3)(=O)=O)[N:16]=[C:17]([N:18]3[CH2:23][CH2:22][CH2:21][C:20]([CH3:25])([CH3:24])[CH2:19]3)[C:12]=2[CH2:11]1.[OH-].[K+].[OH-].[NH4+]. Product: [Cl:4][C:5]1[C:6]([CH:49]([CH3:51])[CH3:50])=[N:7][N:8]([CH3:48])[C:9]=1[N:10]1[CH2:47][CH2:46][C:13]2[N:14]=[C:15]([C:26]3[CH:34]=[CH:33][CH:32]=[C:31]4[C:27]=3[C:28]([CH3:45])=[CH:29][NH:30]4)[N:16]=[C:17]([N:18]3[CH2:23][CH2:22][CH2:21][C:20]([CH3:25])([CH3:24])[CH2:19]3)[C:12]=2[CH2:11]1. The catalyst class is: 46. (2) Reactant: C([O:3][CH2:4][CH2:5][O:6][NH:7][C:8]([C:10]1[CH:15]=[CH:14][C:13](=[O:16])[N:12]([CH3:17])[C:11]=1[NH:18][C:19]1[CH:24]=[CH:23][C:22]([CH3:25])=[CH:21][C:20]=1[F:26])=[O:9])=C.COC(C1C=CC(=O)N(C)C=1NC1C=CC(C)=CC=1F)=O.C(OCCON)=C.C[Si]([N-][Si](C)(C)C)(C)C.[Li+]. Product: [OH:3][CH2:4][CH2:5][O:6][NH:7][C:8]([C:10]1[CH:15]=[CH:14][C:13](=[O:16])[N:12]([CH3:17])[C:11]=1[NH:18][C:19]1[CH:24]=[CH:23][C:22]([CH3:25])=[CH:21][C:20]=1[F:26])=[O:9]. The catalyst class is: 1. (3) Reactant: C1C=CC2N([OH:10])N=NC=2C=1.[NH:11]1CCC[CH2:13][CH2:12]1.C[N:18]([CH:20]=[O:21])[CH3:19].[NH:22]([C:31](OCC1C2C(=CC=CC=2)C2C1=CC=CC=2)=[O:32])[C@H:23]([C:28]([OH:30])=[O:29])CC(=O)N.[NH:48]([C:59]([O:61]CC1C2C(=CC=CC=2)C2C1=CC=CC=2)=O)[C@H:49](C(O)=O)[CH2:50][O:51][C:52]([CH3:55])([CH3:54])[CH3:53].[NH:76]([C:90]([O:92][C:93]([CH3:96])([CH3:95])[CH3:94])=[O:91])[C@H:77](C(O)=O)[CH2:78][CH2:79][C:80](=[O:86])[O:81][C:82]([CH3:85])([CH3:84])[CH3:83]. Product: [NH:76]([C:90]([O:92][C:93]([CH3:94])([CH3:95])[CH3:96])=[O:91])[C@H:77]([C:59]([NH:48][C@H:49]([C:20]([NH:18][C@H:19]([C:31]([NH:22][CH2:23][C:28]([OH:30])=[O:29])=[O:32])[CH2:13][C:12](=[O:10])[NH2:11])=[O:21])[CH2:50][O:51][C:52]([CH3:53])([CH3:54])[CH3:55])=[O:61])[CH2:78][CH2:79][C:80](=[O:86])[O:81][C:82]([CH3:83])([CH3:84])[CH3:85]. The catalyst class is: 3. (4) Reactant: FC(F)(F)C(O)=O.[Cl:8][C:9]1[C:10]([F:37])=[C:11]([CH:15]2[C:19]([C:22]3[CH:27]=[CH:26][C:25]([Cl:28])=[CH:24][CH:23]=3)([C:20]#[N:21])[CH:18]([CH2:29][C:30]([CH3:33])([CH3:32])[CH3:31])[NH:17][CH:16]2[C:34]([OH:36])=O)[CH:12]=[CH:13][CH:14]=1.[CH:38]1([CH2:41][O:42][NH2:43])[CH2:40][CH2:39]1.CN(C(ON1N=NC2C=CC=NC1=2)=[N+](C)C)C.F[P-](F)(F)(F)(F)F.CCN(C(C)C)C(C)C. Product: [CH:38]1([CH2:41][O:42][NH:43][C:34]([CH:16]2[CH:15]([C:11]3[CH:12]=[CH:13][CH:14]=[C:9]([Cl:8])[C:10]=3[F:37])[C:19]([C:22]3[CH:27]=[CH:26][C:25]([Cl:28])=[CH:24][CH:23]=3)([C:20]#[N:21])[CH:18]([CH2:29][C:30]([CH3:33])([CH3:32])[CH3:31])[NH:17]2)=[O:36])[CH2:40][CH2:39]1. The catalyst class is: 2. (5) Reactant: N1C=CC=CC=1.Cl[C:8]([O:10][CH:11]([Cl:13])[CH3:12])=[O:9].[C:14]([O:18][CH2:19][CH2:20][CH2:21][CH2:22][OH:23])(=[O:17])[CH:15]=[CH2:16]. Product: [C:8](=[O:9])([O:23][CH2:22][CH2:21][CH2:20][CH2:19][O:18][C:14](=[O:17])[CH:15]=[CH2:16])[O:10][CH:11]([Cl:13])[CH3:12]. The catalyst class is: 4. (6) Reactant: [Cl:1][C:2]1[CH:3]=[C:4]2[C:8](=[CH:9][CH:10]=1)[N:7](C(OC1C=CC=CC=1)=O)[C:6](=[O:20])[C:5]2([C:31]1[C:32]([O:37][CH2:38][CH3:39])=[N:33][CH:34]=[CH:35][CH:36]=1)[O:21][C:22]([O:24]C1C=CC=CC=1)=O.[CH3:40][N:41]1[CH2:46][CH2:45][CH:44]([N:47]2[CH2:52][CH2:51][NH:50][CH2:49][CH2:48]2)[CH2:43][CH2:42]1.C1COCC1. Product: [CH3:40][N:41]1[CH2:42][CH2:43][CH:44]([N:47]2[CH2:52][CH2:51][N:50]([C:22]([O:21][C:5]3([C:31]4[C:32]([O:37][CH2:38][CH3:39])=[N:33][CH:34]=[CH:35][CH:36]=4)[C:4]4[C:8](=[CH:9][CH:10]=[C:2]([Cl:1])[CH:3]=4)[NH:7][C:6]3=[O:20])=[O:24])[CH2:49][CH2:48]2)[CH2:45][CH2:46]1. The catalyst class is: 4.